From a dataset of Peptide-MHC class II binding affinity with 134,281 pairs from IEDB. Regression. Given a peptide amino acid sequence and an MHC pseudo amino acid sequence, predict their binding affinity value. This is MHC class II binding data. (1) The peptide sequence is AFILDGDNLFPKV. The MHC is DRB1_0802 with pseudo-sequence DRB1_0802. The binding affinity (normalized) is 0.300. (2) The peptide sequence is TALKKAITAMSEAQK. The MHC is DRB1_0101 with pseudo-sequence DRB1_0101. The binding affinity (normalized) is 0.0440.